From a dataset of NCI-60 drug combinations with 297,098 pairs across 59 cell lines. Regression. Given two drug SMILES strings and cell line genomic features, predict the synergy score measuring deviation from expected non-interaction effect. Drug 1: C1=CN(C(=O)N=C1N)C2C(C(C(O2)CO)O)O.Cl. Drug 2: CC1C(C(CC(O1)OC2CC(CC3=C2C(=C4C(=C3O)C(=O)C5=CC=CC=C5C4=O)O)(C(=O)C)O)N)O. Cell line: 786-0. Synergy scores: CSS=67.3, Synergy_ZIP=0.707, Synergy_Bliss=-3.25, Synergy_Loewe=-1.28, Synergy_HSA=1.20.